Dataset: Forward reaction prediction with 1.9M reactions from USPTO patents (1976-2016). Task: Predict the product of the given reaction. The product is: [C:23]1([CH:20]([C:14]2[CH:15]=[CH:16][CH:17]=[CH:18][CH:19]=2)[CH2:21][NH:22][C:8](=[O:9])[C:10]([F:11])([F:12])[F:13])[CH:24]=[CH:25][CH:26]=[CH:27][CH:28]=1. Given the reactants [C:8](O[C:8]([C:10]([F:13])([F:12])[F:11])=[O:9])([C:10]([F:13])([F:12])[F:11])=[O:9].[C:14]1([CH:20]([C:23]2[CH:28]=[CH:27][CH:26]=[CH:25][CH:24]=2)[CH2:21][NH2:22])[CH:19]=[CH:18][CH:17]=[CH:16][CH:15]=1, predict the reaction product.